This data is from HIV replication inhibition screening data with 41,000+ compounds from the AIDS Antiviral Screen. The task is: Binary Classification. Given a drug SMILES string, predict its activity (active/inactive) in a high-throughput screening assay against a specified biological target. (1) The molecule is Oc1ccc2c(c1)-c1c(c3ccccc3n1CCN1CCOCC1)CC2. The result is 0 (inactive). (2) The molecule is CN1C(=O)C2(C)SSC1(C)C(=O)N2C. The result is 0 (inactive). (3) The compound is COc1ccc(-c2sc(N=Cc3cc(Br)cc(Br)c3O)c(C#N)c2C)cc1OC. The result is 0 (inactive). (4) The drug is CCOC(=O)C(C#N)=Cc1ccccc1F. The result is 0 (inactive). (5) The compound is S=c1sc2c(Cl)nc(Cl)nc2n1-c1ccccc1. The result is 0 (inactive). (6) The drug is O=C1NC(=O)C(=Cc2ccccc2F)C(=O)N1. The result is 0 (inactive).